Dataset: Reaction yield outcomes from USPTO patents with 853,638 reactions. Task: Predict the reaction yield, written as a fraction of the theoretical maximum amount of product (1.0 means a 100% yield; for example, 0.34 means a 34% yield). The reactants are II.[C:3]([O:7][C:8]([NH:10][C@@H:11]([CH2:16]I)[C:12]([O:14][CH3:15])=[O:13])=[O:9])([CH3:6])([CH3:5])[CH3:4].Br[C:19]1[CH:24]=[CH:23][C:22]([C:25]2[N:26]=[C:27]([C:30]3[CH:35]=[CH:34][C:33]([O:36][CH2:37][CH2:38][CH2:39][CH2:40][CH2:41][CH2:42][CH3:43])=[CH:32][CH:31]=3)[O:28][CH:29]=2)=[CH:21][CH:20]=1.C1COCC1. The catalyst is CN(C=O)C.[Zn].C1C=CC(/C=C/C(/C=C/C2C=CC=CC=2)=O)=CC=1.C1C=CC(/C=C/C(/C=C/C2C=CC=CC=2)=O)=CC=1.C1C=CC(/C=C/C(/C=C/C2C=CC=CC=2)=O)=CC=1.[Pd].[Pd].C1(P(C2CCCCC2)C2C=CC=CC=2C2C(OC)=CC=CC=2OC)CCCCC1. The product is [C:3]([O:7][C:8]([NH:10][C@@H:11]([CH2:16][C:19]1[CH:20]=[CH:21][C:22]([C:25]2[N:26]=[C:27]([C:30]3[CH:31]=[CH:32][C:33]([O:36][CH2:37][CH2:38][CH2:39][CH2:40][CH2:41][CH2:42][CH3:43])=[CH:34][CH:35]=3)[O:28][CH:29]=2)=[CH:23][CH:24]=1)[C:12]([O:14][CH3:15])=[O:13])=[O:9])([CH3:6])([CH3:5])[CH3:4]. The yield is 0.650.